This data is from Forward reaction prediction with 1.9M reactions from USPTO patents (1976-2016). The task is: Predict the product of the given reaction. (1) The product is: [CH:12]([C:4]1[S:5][CH:6]=[C:7]2[O:8][CH2:9][CH2:1][O:2][C:3]=12)=[O:13]. Given the reactants [CH2:1]1[CH2:9][O:8][C:7]2[C:3](=[CH:4][S:5][CH:6]=2)[O:2]1.CN(C)[CH:12]=[O:13].P(Cl)(Cl)(Cl)=O.O, predict the reaction product. (2) Given the reactants CC(C)([O-])C.[K+].[O:7]1[CH2:10][CH:9]([OH:11])[CH2:8]1.Cl[C:13]1[N:14]=[N:15][CH:16]=[C:17]([N:19]2[CH:23]=[CH:22][C:21]([I:24])=[N:20]2)[CH:18]=1, predict the reaction product. The product is: [I:24][C:21]1[CH:22]=[CH:23][N:19]([C:17]2[CH:18]=[C:13]([O:11][CH:9]3[CH2:10][O:7][CH2:8]3)[N:14]=[N:15][CH:16]=2)[N:20]=1.